From a dataset of NCI-60 drug combinations with 297,098 pairs across 59 cell lines. Regression. Given two drug SMILES strings and cell line genomic features, predict the synergy score measuring deviation from expected non-interaction effect. (1) Drug 1: C1=NC(=NC(=O)N1C2C(C(C(O2)CO)O)O)N. Drug 2: CCCCC(=O)OCC(=O)C1(CC(C2=C(C1)C(=C3C(=C2O)C(=O)C4=C(C3=O)C=CC=C4OC)O)OC5CC(C(C(O5)C)O)NC(=O)C(F)(F)F)O. Cell line: UO-31. Synergy scores: CSS=38.5, Synergy_ZIP=-8.47, Synergy_Bliss=-4.08, Synergy_Loewe=-3.57, Synergy_HSA=-2.48. (2) Drug 1: C1CC(=O)NC(=O)C1N2CC3=C(C2=O)C=CC=C3N. Drug 2: C#CCC(CC1=CN=C2C(=N1)C(=NC(=N2)N)N)C3=CC=C(C=C3)C(=O)NC(CCC(=O)O)C(=O)O. Cell line: SF-268. Synergy scores: CSS=11.6, Synergy_ZIP=0.225, Synergy_Bliss=1.33, Synergy_Loewe=2.93, Synergy_HSA=1.87. (3) Drug 1: CN(CC1=CN=C2C(=N1)C(=NC(=N2)N)N)C3=CC=C(C=C3)C(=O)NC(CCC(=O)O)C(=O)O. Drug 2: C1=NC2=C(N=C(N=C2N1C3C(C(C(O3)CO)O)O)F)N. Cell line: SN12C. Synergy scores: CSS=29.8, Synergy_ZIP=-5.70, Synergy_Bliss=0.828, Synergy_Loewe=-1.85, Synergy_HSA=1.36.